This data is from Full USPTO retrosynthesis dataset with 1.9M reactions from patents (1976-2016). The task is: Predict the reactants needed to synthesize the given product. Given the product [NH2:23][N:13]1[C:14]([C:15]#[N:16])=[C:10]([C:7]2[CH:8]=[CH:9][C:4]([NH2:3])=[C:5]([F:22])[CH:6]=2)[C:11]([C:17]([O:19][CH2:20][CH3:21])=[O:18])=[CH:12]1, predict the reactants needed to synthesize it. The reactants are: [H-].[Na+].[NH2:3][C:4]1[CH:9]=[CH:8][C:7]([C:10]2[C:11]([C:17]([O:19][CH2:20][CH3:21])=[O:18])=[CH:12][NH:13][C:14]=2[C:15]#[N:16])=[CH:6][C:5]=1[F:22].[NH2:23]OP(=O)(C1C=CC=CC=1)C1C=CC=CC=1.